This data is from Forward reaction prediction with 1.9M reactions from USPTO patents (1976-2016). The task is: Predict the product of the given reaction. (1) Given the reactants [F:1][C:2]1[C:30]([N:31]2[CH2:37][CH2:36][CH2:35][O:34][CH2:33][CH2:32]2)=[CH:29][C:5]2[NH:6][C:7]([C:9]3[C:13]([NH:14][C:15]([N:17]4[CH2:22][CH2:21][CH2:20][CH2:19][CH2:18]4)=[O:16])=[CH:12][N:11](C4CCCCO4)[N:10]=3)=[N:8][C:4]=2[CH:3]=1.Cl, predict the reaction product. The product is: [F:1][C:2]1[C:30]([N:31]2[CH2:37][CH2:36][CH2:35][O:34][CH2:33][CH2:32]2)=[CH:29][C:5]2[NH:6][C:7]([C:9]3[C:13]([NH:14][C:15]([N:17]4[CH2:22][CH2:21][CH2:20][CH2:19][CH2:18]4)=[O:16])=[CH:12][NH:11][N:10]=3)=[N:8][C:4]=2[CH:3]=1. (2) Given the reactants [NH2:1][CH:2]1[C:8](=[O:9])[NH:7][C:6]2[CH:10]=[CH:11][CH:12]=[CH:13][C:5]=2[C:4]([C:14]2[C:19]([O:20][CH3:21])=[CH:18][C:17]([Cl:22])=[CH:16][C:15]=2[Cl:23])=[N:3]1.[CH2:24]([O:26][CH2:27][CH2:28][O:29][C:30]1[N:38]=[CH:37][C:36]([F:39])=[CH:35][C:31]=1[C:32](O)=[O:33])[CH3:25], predict the reaction product. The product is: [Cl:23][C:15]1[CH:16]=[C:17]([Cl:22])[CH:18]=[C:19]([O:20][CH3:21])[C:14]=1[C:4]1[C:5]2[CH:13]=[CH:12][CH:11]=[CH:10][C:6]=2[NH:7][C:8](=[O:9])[CH:2]([NH:1][C:32](=[O:33])[C:31]2[CH:35]=[C:36]([F:39])[CH:37]=[N:38][C:30]=2[O:29][CH2:28][CH2:27][O:26][CH2:24][CH3:25])[N:3]=1. (3) Given the reactants C([O:8][C:9]1[CH:14]=[CH:13][C:12]([C:15]2[N:19]([CH3:20])[N:18]=[C:17]([CH3:21])[CH:16]=2)=[CH:11][CH:10]=1)C1C=CC=CC=1.C([O:29][C:30]1[CH:35]=[CH:34][C:33]([C:36]2[CH:40]=[C:39]([CH3:41])[N:38]([CH3:42])[N:37]=2)=[CH:32][CH:31]=1)C1C=CC=CC=1, predict the reaction product. The product is: [CH3:20][N:19]1[C:15]([C:12]2[CH:13]=[CH:14][C:9]([OH:8])=[CH:10][CH:11]=2)=[CH:16][C:17]([CH3:21])=[N:18]1.[CH3:42][N:38]1[C:39]([CH3:41])=[CH:40][C:36]([C:33]2[CH:34]=[CH:35][C:30]([OH:29])=[CH:31][CH:32]=2)=[N:37]1. (4) The product is: [F:1][C:2]([F:27])([F:26])[CH2:3][NH:4][C:5]([C:7]1([CH2:21][CH2:22][CH2:23][CH2:24][N:31]2[CH2:32][CH2:33][N:28]([C:34]3[CH:43]=[CH:42][C:41]4[C:36](=[CH:37][CH:38]=[CH:39][CH:40]=4)[N:35]=3)[CH2:29][CH2:30]2)[C:20]2[CH:19]=[CH:18][CH:17]=[CH:16][C:15]=2[O:14][C:13]2[C:8]1=[CH:9][CH:10]=[CH:11][CH:12]=2)=[O:6]. Given the reactants [F:1][C:2]([F:27])([F:26])[CH2:3][NH:4][C:5]([C:7]1([CH2:21][CH2:22][CH2:23][CH2:24]Br)[C:20]2[CH:19]=[CH:18][CH:17]=[CH:16][C:15]=2[O:14][C:13]2[C:8]1=[CH:9][CH:10]=[CH:11][CH:12]=2)=[O:6].[N:28]1([C:34]2[CH:43]=[CH:42][C:41]3[C:36](=[CH:37][CH:38]=[CH:39][CH:40]=3)[N:35]=2)[CH2:33][CH2:32][NH:31][CH2:30][CH2:29]1, predict the reaction product. (5) Given the reactants Br[C:2]1[CH:3]=[C:4]([NH:10][C:11]2[CH:16]=[N:15][CH:14]=[CH:13][N:12]=2)[C:5](=[O:9])[N:6]([CH3:8])[CH:7]=1.[C:17]([O:20][CH2:21][C:22]1[C:23]([N:37]2[CH2:49][CH2:48][N:40]3[C:41]4[CH2:42][CH2:43][CH2:44][CH2:45][C:46]=4[CH:47]=[C:39]3[C:38]2=[O:50])=[N:24][CH:25]=[CH:26][C:27]=1B1OC(C)(C)C(C)(C)O1)(=[O:19])[CH3:18].[O-]P([O-])([O-])=O.[K+].[K+].[K+].C([O-])(=O)C.[Na+], predict the reaction product. The product is: [C:17]([O:20][CH2:21][C:22]1[C:23]([N:37]2[CH2:49][CH2:48][N:40]3[C:41]4[CH2:42][CH2:43][CH2:44][CH2:45][C:46]=4[CH:47]=[C:39]3[C:38]2=[O:50])=[N:24][CH:25]=[CH:26][C:27]=1[C:2]1[CH:3]=[C:4]([NH:10][C:11]2[CH:16]=[N:15][CH:14]=[CH:13][N:12]=2)[C:5](=[O:9])[N:6]([CH3:8])[CH:7]=1)(=[O:19])[CH3:18]. (6) Given the reactants C(OC(=O)[NH:7][C:8]1[CH:13]=[C:12]([C:14]#[N:15])[CH:11]=[C:10]([N:16]2[CH2:21][CH2:20][CH:19]([O:22][Si:23]([C:26]([CH3:29])([CH3:28])[CH3:27])([CH3:25])[CH3:24])[CH2:18][CH2:17]2)[C:9]=1[Cl:30])(C)(C)C.N1C(C)=CC=CC=1C.FC(F)(F)S(O[Si](C)(C)C)(=O)=O, predict the reaction product. The product is: [NH2:7][C:8]1[CH:13]=[C:12]([CH:11]=[C:10]([N:16]2[CH2:17][CH2:18][CH:19]([O:22][Si:23]([C:26]([CH3:29])([CH3:28])[CH3:27])([CH3:24])[CH3:25])[CH2:20][CH2:21]2)[C:9]=1[Cl:30])[C:14]#[N:15].